Task: Predict which catalyst facilitates the given reaction.. Dataset: Catalyst prediction with 721,799 reactions and 888 catalyst types from USPTO Reactant: C[O:2][C:3]([C:5]1[CH:10]=[CH:9][C:8](=[O:11])[N:7]([CH:12]([F:14])[F:13])[CH:6]=1)=[O:4].[OH-].[Na+].Cl. Product: [F:14][CH:12]([F:13])[N:7]1[C:8](=[O:11])[CH:9]=[CH:10][C:5]([C:3]([OH:4])=[O:2])=[CH:6]1. The catalyst class is: 24.